Dataset: Full USPTO retrosynthesis dataset with 1.9M reactions from patents (1976-2016). Task: Predict the reactants needed to synthesize the given product. (1) Given the product [C:31]([O:30][C:28]([N:19]([CH2:20][O:21][CH2:22][CH2:23][Si:24]([CH3:26])([CH3:25])[CH3:27])[C:10]1[S:11][C@:12]2([C:15]([O:17][CH3:18])=[O:16])[C@H:14]([C@:8]([C:6]3[CH:7]=[C:2]([NH:1][C:47]([C:44]4[CH:43]=[N:42][C:41]([O:40][CH2:37][C:38]#[CH:39])=[CH:46][N:45]=4)=[O:48])[CH:3]=[CH:4][C:5]=3[F:36])([CH3:35])[N:9]=1)[CH2:13]2)=[O:29])([CH3:32])([CH3:34])[CH3:33], predict the reactants needed to synthesize it. The reactants are: [NH2:1][C:2]1[CH:3]=[CH:4][C:5]([F:36])=[C:6]([C@:8]2([CH3:35])[C@H:14]3[C@:12]([C:15]([O:17][CH3:18])=[O:16])([CH2:13]3)[S:11][C:10]([N:19]([C:28]([O:30][C:31]([CH3:34])([CH3:33])[CH3:32])=[O:29])[CH2:20][O:21][CH2:22][CH2:23][Si:24]([CH3:27])([CH3:26])[CH3:25])=[N:9]2)[CH:7]=1.[CH2:37]([O:40][C:41]1[N:42]=[CH:43][C:44]([C:47](O)=[O:48])=[N:45][CH:46]=1)[C:38]#[CH:39].C(N(C(C)C)CC)(C)C.F[P-](F)(F)(F)(F)F.C(C(=NO[C+](N(C)C)N1CCOCC1)C(OCC)=O)#N. (2) The reactants are: [Cl:1][C:2]1[CH:3]=[C:4]([NH:26][C:27]([C:29]2[S:33][C:32]3[CH:34]=[CH:35][C:36]([NH:38]C(=O)OC(C)(C)C)=[CH:37][C:31]=3[CH:30]=2)=[O:28])[CH:5]=[C:6]([C:8]([C:11]2[CH:16]=[C:15]([O:17][C:18]([F:21])([F:20])[F:19])[CH:14]=[C:13]([O:22][CH:23]([CH3:25])[CH3:24])[CH:12]=2)([CH3:10])[CH3:9])[CH:7]=1.C(O)(C(F)(F)F)=O. Given the product [NH2:38][C:36]1[CH:35]=[CH:34][C:32]2[S:33][C:29]([C:27]([NH:26][C:4]3[CH:5]=[C:6]([C:8]([C:11]4[CH:16]=[C:15]([O:17][C:18]([F:19])([F:20])[F:21])[CH:14]=[C:13]([O:22][CH:23]([CH3:25])[CH3:24])[CH:12]=4)([CH3:9])[CH3:10])[CH:7]=[C:2]([Cl:1])[CH:3]=3)=[O:28])=[CH:30][C:31]=2[CH:37]=1, predict the reactants needed to synthesize it. (3) Given the product [CH3:27][O:28][C:29](=[O:34])[C:30]([CH3:32])([NH:33][C:21](=[O:22])[C:20]1[CH:24]=[CH:25][C:17]([CH2:16][CH2:15][CH2:14][NH:13][C@@H:11]([C:1]2[C:10]3[C:5](=[CH:6][CH:7]=[CH:8][CH:9]=3)[CH:4]=[CH:3][CH:2]=2)[CH3:12])=[CH:18][CH:19]=1)[CH3:31], predict the reactants needed to synthesize it. The reactants are: [C:1]1([C@H:11]([NH:13][CH2:14][CH2:15][CH2:16][C:17]2[CH:25]=[CH:24][C:20]([C:21](O)=[O:22])=[CH:19][CH:18]=2)[CH3:12])[C:10]2[C:5](=[CH:6][CH:7]=[CH:8][CH:9]=2)[CH:4]=[CH:3][CH:2]=1.Cl.[CH3:27][O:28][C:29](=[O:34])[C:30]([NH2:33])([CH3:32])[CH3:31].